Dataset: Full USPTO retrosynthesis dataset with 1.9M reactions from patents (1976-2016). Task: Predict the reactants needed to synthesize the given product. Given the product [F:62][C:32]([F:31])([F:61])[C:33]1[CH:34]=[C:35]([NH:39][C:40](=[O:60])[NH:41][C:42]2[CH:47]=[CH:46][C:45]([C:48]3[S:52][C:51]([CH2:53][CH2:54][CH2:55][C:56]([OH:58])=[O:57])=[N:50][CH:49]=3)=[CH:44][CH:43]=2)[CH:36]=[CH:37][CH:38]=1, predict the reactants needed to synthesize it. The reactants are: FC(F)(F)C1C=C(NC(=O)NC2C=CC(C3SC(CCC(O)=O)=NC=3)=CC=2)C=CC=1.[F:31][C:32]([F:62])([F:61])[C:33]1[CH:34]=[C:35]([NH:39][C:40](=[O:60])[NH:41][C:42]2[CH:47]=[CH:46][C:45]([C:48]3[S:52][C:51]([CH2:53][CH2:54][CH2:55][C:56]([O:58]C)=[O:57])=[N:50][CH:49]=3)=[CH:44][CH:43]=2)[CH:36]=[CH:37][CH:38]=1.